This data is from Peptide-MHC class I binding affinity with 185,985 pairs from IEDB/IMGT. The task is: Regression. Given a peptide amino acid sequence and an MHC pseudo amino acid sequence, predict their binding affinity value. This is MHC class I binding data. (1) The peptide sequence is RANNNRLPK. The MHC is HLA-A11:01 with pseudo-sequence HLA-A11:01. The binding affinity (normalized) is 0.622. (2) The peptide sequence is RPVSPGKDI. The MHC is HLA-B40:01 with pseudo-sequence HLA-B40:01. The binding affinity (normalized) is 0.0847. (3) The peptide sequence is NHINYELSL. The MHC is Mamu-A07 with pseudo-sequence Mamu-A07. The binding affinity (normalized) is 0.901. (4) The peptide sequence is AINSEMFLL. The MHC is HLA-B07:02 with pseudo-sequence HLA-B07:02. The binding affinity (normalized) is 0.0158. (5) The peptide sequence is KRLRLVHLL. The MHC is Mamu-B08 with pseudo-sequence Mamu-B08. The binding affinity (normalized) is 0.849. (6) The peptide sequence is SPSYVKYRY. The MHC is Mamu-A2201 with pseudo-sequence Mamu-A2201. The binding affinity (normalized) is 0.910.